This data is from Full USPTO retrosynthesis dataset with 1.9M reactions from patents (1976-2016). The task is: Predict the reactants needed to synthesize the given product. (1) The reactants are: I[C:2]1[CH:7]=[CH:6][N:5]([CH3:8])[C:4](=[O:9])[CH:3]=1.CC1(C)C(C)(C)OB([C:18]2[CH2:19][CH2:20][N:21]([C:24]([O:26][C:27]([CH3:30])([CH3:29])[CH3:28])=[O:25])[CH2:22][CH:23]=2)O1. Given the product [CH3:8][N:5]1[CH:6]=[CH:7][C:2]([C:18]2[CH2:23][CH2:22][N:21]([C:24]([O:26][C:27]([CH3:30])([CH3:29])[CH3:28])=[O:25])[CH2:20][CH:19]=2)=[CH:3][C:4]1=[O:9], predict the reactants needed to synthesize it. (2) Given the product [CH2:1]([O:8][C@H:9]1[C@H:14]([OH:15])[C@@H:13]([OH:16])[C@H:12]([OH:17])[C@@H:11]([CH2:18][O:19][C:27]([C:28]2[CH:33]=[CH:32][CH:31]=[CH:30][CH:29]=2)([C:40]2[CH:41]=[CH:42][CH:43]=[CH:44][CH:45]=2)[C:34]2[CH:35]=[CH:36][CH:37]=[CH:38][CH:39]=2)[O:10]1)[C:2]1[CH:7]=[CH:6][CH:5]=[CH:4][CH:3]=1, predict the reactants needed to synthesize it. The reactants are: [CH2:1]([O:8][C@H:9]1[C@H:14]([OH:15])[C@@H:13]([OH:16])[C@H:12]([OH:17])[C@@H:11]([CH2:18][OH:19])[O:10]1)[C:2]1[CH:7]=[CH:6][CH:5]=[CH:4][CH:3]=1.C(N(CC)CC)C.[C:27](Cl)([C:40]1[CH:45]=[CH:44][CH:43]=[CH:42][CH:41]=1)([C:34]1[CH:39]=[CH:38][CH:37]=[CH:36][CH:35]=1)[C:28]1[CH:33]=[CH:32][CH:31]=[CH:30][CH:29]=1. (3) Given the product [C:1]([O:5][C:6]([NH:8][CH:9]([OH:19])[C@H:10]([CH3:18])[CH2:11][CH2:12][C:13]1[S:14][CH:15]=[CH:16][CH:17]=1)=[O:7])([CH3:4])([CH3:2])[CH3:3], predict the reactants needed to synthesize it. The reactants are: [C:1]([O:5][C:6]([NH:8][CH:9]([O:19]C(=O)CCCCC)[C@H:10]([CH3:18])[CH2:11][CH2:12][C:13]1[S:14][CH:15]=[CH:16][CH:17]=1)=[O:7])([CH3:4])([CH3:3])[CH3:2].[OH-].[Na+]. (4) Given the product [Cl:1][C:2]1[CH:7]=[CH:6][C:5]([C:8]2[N:12]([C:13]3[CH:18]=[CH:17][C:16]([Cl:19])=[CH:15][C:14]=3[Cl:20])[N:11]=[C:10]([C:21]([N:23]3[CH2:24][CH2:25][C:26]([C:29]4[CH:30]=[CH:31][CH:32]=[CH:33][CH:34]=4)([NH2:35])[CH2:27][CH2:28]3)=[O:22])[C:9]=2[CH3:43])=[CH:4][CH:3]=1, predict the reactants needed to synthesize it. The reactants are: [Cl:1][C:2]1[CH:7]=[CH:6][C:5]([C:8]2[N:12]([C:13]3[CH:18]=[CH:17][C:16]([Cl:19])=[CH:15][C:14]=3[Cl:20])[N:11]=[C:10]([C:21]([N:23]3[CH2:28][CH2:27][C:26]([NH:35]C(=O)OC(C)(C)C)([C:29]4[CH:34]=[CH:33][CH:32]=[CH:31][CH:30]=4)[CH2:25][CH2:24]3)=[O:22])[C:9]=2[CH3:43])=[CH:4][CH:3]=1.FC(F)(F)C(O)=O. (5) Given the product [F:1][C:2]1[CH:3]=[CH:4][C:5]([O:10][CH:11]2[CH2:16][CH2:15][O:14][CH2:13][CH2:12]2)=[C:6]([CH:7]=[N:22][C:27]([O:29][Si:32]([CH3:37])([CH3:35])[CH3:33])=[CH2:28])[CH:9]=1, predict the reactants needed to synthesize it. The reactants are: [F:1][C:2]1[CH:3]=[CH:4][C:5]([O:10][CH:11]2[CH2:16][CH2:15][O:14][CH2:13][CH2:12]2)=[C:6]([CH:9]=1)[CH:7]=O.[Li+].C[Si]([N-:22][Si](C)(C)C)(C)C.[C:27](Cl)(=[O:29])[CH3:28].Cl[Si:32]([CH2:37]C)([CH2:35]C)[CH2:33]C. (6) Given the product [C:1]([O:6][C:7]12[CH2:16][CH:11]3[CH2:12][CH:13]([CH2:15][CH:9]([CH:10]3[OH:17])[CH2:8]1)[CH2:14]2)(=[O:5])[C:2]([CH3:4])=[CH2:3], predict the reactants needed to synthesize it. The reactants are: [C:1]([O:6][C:7]12[CH2:16][CH:11]3[CH2:12][CH:13]([CH2:15][CH:9]([C:10]3=[O:17])[CH2:8]1)[CH2:14]2)(=[O:5])[C:2]([CH3:4])=[CH2:3].O1CCCC1.[BH4-].[Na+].Cl. (7) Given the product [CH3:16][C@H:7]([CH2:6][C:5]#[C:4][Si:3]([CH2:19][CH3:20])([CH2:1][CH3:2])[CH2:17][CH3:18])[CH2:8][OH:9], predict the reactants needed to synthesize it. The reactants are: [CH2:1]([Si:3]([CH2:19][CH3:20])([CH2:17][CH3:18])[C:4]#[C:5][CH2:6][C@@H:7]([CH3:16])[CH2:8][O:9]C1CCCCO1)[CH3:2].Cl.[OH-].[Na+]. (8) Given the product [N:28]1([NH:27][C:22]([C:10]2[N:11]([CH3:21])[C:12]([C:13]3[CH:18]=[CH:17][C:16]([Cl:19])=[CH:15][C:14]=3[Cl:20])=[C:8]([C:5]3[CH:4]=[CH:3][C:2]([Cl:1])=[CH:7][CH:6]=3)[N:9]=2)=[O:23])[CH2:33][CH2:32][CH2:31][CH2:30][CH2:29]1, predict the reactants needed to synthesize it. The reactants are: [Cl:1][C:2]1[CH:7]=[CH:6][C:5]([C:8]2[N:9]=[C:10]([C:22](OCC)=[O:23])[N:11]([CH3:21])[C:12]=2[C:13]2[CH:18]=[CH:17][C:16]([Cl:19])=[CH:15][C:14]=2[Cl:20])=[CH:4][CH:3]=1.[NH2:27][N:28]1[CH2:33][CH2:32][CH2:31][CH2:30][CH2:29]1. (9) Given the product [F:70][C:56]1[CH:55]=[C:54]([N:75]2[CH2:76][CH2:77][N:72]([CH3:71])[CH2:73][CH2:74]2)[C:63]([OH:62])=[C:58]([C:59](=[O:69])[CH3:60])[CH:57]=1, predict the reactants needed to synthesize it. The reactants are: C1C=CC(P(C2C(C3C(P(C4C=CC=CC=4)C4C=CC=CC=4)=CC=C4C=3C=CC=C4)=C3C(C=CC=C3)=CC=2)C2C=CC=CC=2)=CC=1.C(=O)([O-])[O-].[Cs+].[Cs+].Br[C:54]1[CH:55]=[C:56]([F:70])[CH:57]=[C:58]2[C:63]=1[O:62]C(C(OCC)=O)=[CH:60][C:59]2=[O:69].[CH3:71][N:72]1[CH2:77][CH2:76][NH:75][CH2:74][CH2:73]1.[OH-].[Na+].